From a dataset of Reaction yield outcomes from USPTO patents with 853,638 reactions. Predict the reaction yield, written as a fraction of the theoretical maximum amount of product (1.0 means a 100% yield; for example, 0.34 means a 34% yield). (1) The reactants are [N:1]1([C:7]2[CH:12]=[CH:11][C:10]([NH:13][C:14]([C:16]3[CH:17]=[C:18]([CH:30]=[CH:31][CH:32]=3)[CH2:19][S:20][CH2:21][CH2:22][C:23]([O:25]C(C)(C)C)=[O:24])=[O:15])=[C:9]([C:33](=[O:51])[NH:34][C:35]3[N:40]=[CH:39][C:38]([C:41]4[CH:46]=[CH:45][CH:44]=[C:43]([C:47]([F:50])([F:49])[F:48])[CH:42]=4)=[CH:37][N:36]=3)[CH:8]=2)[CH2:6][CH2:5][CH2:4][CH2:3][CH2:2]1.FC(F)(F)C(O)=O. The catalyst is ClCCl. The product is [N:1]1([C:7]2[CH:12]=[CH:11][C:10]([NH:13][C:14]([C:16]3[CH:17]=[C:18]([CH:30]=[CH:31][CH:32]=3)[CH2:19][S:20][CH2:21][CH2:22][C:23]([OH:25])=[O:24])=[O:15])=[C:9]([C:33](=[O:51])[NH:34][C:35]3[N:36]=[CH:37][C:38]([C:41]4[CH:46]=[CH:45][CH:44]=[C:43]([C:47]([F:50])([F:48])[F:49])[CH:42]=4)=[CH:39][N:40]=3)[CH:8]=2)[CH2:6][CH2:5][CH2:4][CH2:3][CH2:2]1. The yield is 0.0600. (2) The reactants are [N+:1]([C:4]1[CH:5]=[C:6]2[C:11](=[CH:12][C:13]=1[C:14]([F:17])([F:16])[F:15])[NH:10][C:9](=[O:18])[N:8]([NH:19][S:20]([CH3:23])(=[O:22])=[O:21])[C:7]2=[O:24])([O-])=O. The catalyst is [Pd].CCO.CC(O)=O. The product is [NH2:1][C:4]1[CH:5]=[C:6]2[C:11](=[CH:12][C:13]=1[C:14]([F:16])([F:15])[F:17])[NH:10][C:9](=[O:18])[N:8]([NH:19][S:20]([CH3:23])(=[O:22])=[O:21])[C:7]2=[O:24]. The yield is 0.610. (3) The reactants are [CH3:1][C:2]1[CH:3]=[C:4]2[C:9](=O)[O:8][C:6](=[O:7])[C:5]2=[CH:11][CH:12]=1.[NH2:13]C(N)=O. The catalyst is C1(C)C(C)=CC=CC=1. The product is [CH3:1][C:2]1[CH:3]=[C:4]2[C:9](=[O:8])[NH:13][C:6](=[O:7])[C:5]2=[CH:11][CH:12]=1. The yield is 0.820. (4) The product is [CH3:11][NH:12][CH2:2][C:3]1[CH:4]=[C:5]([CH:8]=[CH:9][CH:10]=1)[C:6]#[N:7]. No catalyst specified. The reactants are Br[CH2:2][C:3]1[CH:4]=[C:5]([CH:8]=[CH:9][CH:10]=1)[C:6]#[N:7].[CH3:11][NH2:12]. The yield is 0.820. (5) The reactants are [CH3:1][O:2][C:3](=[O:25])[C@H:4]([CH2:21][CH2:22][S:23][CH3:24])[NH:5][C:6](=[O:20])[C:7]1[CH:12]=[CH:11][C:10](I)=[CH:9][C:8]=1[C:14]1[CH:19]=[CH:18][CH:17]=[CH:16][CH:15]=1.[CH:26]([C:28]1[CH:29]=[N:30][CH:31]=[CH:32][CH:33]=1)=[CH2:27].C(N(CC)CC)C.ClCCl. The catalyst is CN(C=O)C.C1C=CC(P(C2C=CC=CC=2)[C-]2C=CC=C2)=CC=1.C1C=CC(P(C2C=CC=CC=2)[C-]2C=CC=C2)=CC=1.Cl[Pd]Cl.[Fe+2]. The product is [CH3:1][O:2][C:3](=[O:25])[C@H:4]([CH2:21][CH2:22][S:23][CH3:24])[NH:5][C:6](=[O:20])[C:7]1[CH:12]=[CH:11][C:10]([CH:27]=[CH:26][C:28]2[CH:29]=[N:30][CH:31]=[CH:32][CH:33]=2)=[CH:9][C:8]=1[C:14]1[CH:19]=[CH:18][CH:17]=[CH:16][CH:15]=1. The yield is 0.560. (6) The reactants are [N+:1]([C:4]1[CH:5]=[C:6]2[C:10](=[CH:11][CH:12]=1)[NH:9][CH:8]=[CH:7]2)([O-:3])=[O:2].[C:13](O[C:13]([O:15][C:16]([CH3:19])([CH3:18])[CH3:17])=[O:14])([O:15][C:16]([CH3:19])([CH3:18])[CH3:17])=[O:14]. The catalyst is CN(C1C=CN=CC=1)C.C1COCC1. The product is [C:16]([O:15][C:13]([N:9]1[C:10]2[C:6](=[CH:5][C:4]([N+:1]([O-:3])=[O:2])=[CH:12][CH:11]=2)[CH:7]=[CH:8]1)=[O:14])([CH3:19])([CH3:18])[CH3:17]. The yield is 0.780.